This data is from Catalyst prediction with 721,799 reactions and 888 catalyst types from USPTO. The task is: Predict which catalyst facilitates the given reaction. Reactant: Br[C:2]1[CH:28]=[CH:27][C:5]2[C:6]3[C:10]([CH2:11][CH2:12][O:13][C:4]=2[CH:3]=1)=[CH:9][N:8]([C:14]1[N:15]([C:19]2[CH:24]=[CH:23][C:22]([F:25])=[CH:21][C:20]=2[F:26])[N:16]=[CH:17][N:18]=1)[N:7]=3.ClC1N(C2C=CC(F)=CC=2F)N=CN=1.[Br:43]C1C=CC2OCCC3C(=NNC=3)C=2C=1.C(OCC)(=O)C. Product: [Br:43][C:28]1[CH:2]=[CH:3][C:4]2[O:13][CH2:12][CH2:11][C:10]3[C:6](=[N:7][N:8]([C:14]4[N:15]([C:19]5[CH:24]=[CH:23][C:22]([F:25])=[CH:21][C:20]=5[F:26])[N:16]=[CH:17][N:18]=4)[CH:9]=3)[C:5]=2[CH:27]=1. The catalyst class is: 244.